Dataset: Catalyst prediction with 721,799 reactions and 888 catalyst types from USPTO. Task: Predict which catalyst facilitates the given reaction. Reactant: [Cl:1][C:2]1[CH:3]=[C:4]([F:31])[C:5]2[N:11]3[CH:12]=[CH:13][CH:14]=[C:10]3[C@@H:9]([CH2:15]CC(O)=O)[O:8][C@H:7]([C:20]3[CH:25]=[CH:24][CH:23]=[C:22]([O:26][CH3:27])[C:21]=3[O:28][CH3:29])[C:6]=2[CH:30]=1.[C:32]([OH:35])(=[O:34])[CH3:33].[CH2:36]([N:38]1[CH2:43][CH2:42][CH2:41][CH2:40][CH2:39]1)[CH3:37].[OH:44]N1C2C=CC=CC=2N=N1.Cl.C(N=C=NC[CH2:61][CH2:62]N(C)C)C. Product: [Cl:1][C:2]1[CH:3]=[C:4]([F:31])[C:5]2[N:11]3[CH:12]=[CH:13][CH:14]=[C:10]3[C@@H:9]([CH2:15][CH2:37][C:36]([N:38]3[CH2:43][CH2:42][CH:41]([CH2:33][C:32]([O:35][CH2:61][CH3:62])=[O:34])[CH2:40][CH2:39]3)=[O:44])[O:8][C@H:7]([C:20]3[CH:25]=[CH:24][CH:23]=[C:22]([O:26][CH3:27])[C:21]=3[O:28][CH3:29])[C:6]=2[CH:30]=1. The catalyst class is: 96.